Dataset: Full USPTO retrosynthesis dataset with 1.9M reactions from patents (1976-2016). Task: Predict the reactants needed to synthesize the given product. (1) Given the product [Cl:8][C:6]1[N:5]=[CH:4][N:3]=[C:2]([NH:18][C:19]2[CH:20]=[N:21][N:22]([CH3:24])[CH:23]=2)[N:7]=1, predict the reactants needed to synthesize it. The reactants are: Cl[C:2]1[N:7]=[C:6]([Cl:8])[N:5]=[CH:4][N:3]=1.C(N(CC)C(C)C)(C)C.[NH2:18][C:19]1[CH:20]=[N:21][N:22]([CH3:24])[CH:23]=1. (2) Given the product [CH3:39][N:38]([CH3:40])[C:37]([C:14]1[CH:13]=[C:12]([CH:17]=[CH:16][C:15]=1[NH:18][C:19]([C:21]1[C:22]([C:27]2[CH:28]=[CH:29][C:30]([C:33]([F:34])([F:35])[F:36])=[CH:31][CH:32]=2)=[CH:23][CH:24]=[CH:25][CH:26]=1)=[O:20])[O:11][CH2:10][C:9]([OH:42])=[O:8])=[O:41], predict the reactants needed to synthesize it. The reactants are: C([O:8][C:9](=[O:42])[CH2:10][O:11][C:12]1[CH:17]=[CH:16][C:15]([NH:18][C:19]([C:21]2[C:22]([C:27]3[CH:32]=[CH:31][C:30]([C:33]([F:36])([F:35])[F:34])=[CH:29][CH:28]=3)=[CH:23][CH:24]=[CH:25][CH:26]=2)=[O:20])=[C:14]([C:37](=[O:41])[N:38]([CH3:40])[CH3:39])[CH:13]=1)C1C=CC=CC=1. (3) Given the product [F:8][C:9]1[CH:34]=[CH:33][CH:32]=[CH:31][C:10]=1[CH2:11][N:12]1[C:16]2=[N:17][CH:18]=[CH:19][CH:20]=[C:15]2[C:14]([C:21]2[N:22]=[CH:23][C:24]3[N:29]=[N:28][NH:27][C:25]=3[N:26]=2)=[N:13]1, predict the reactants needed to synthesize it. The reactants are: N(OC(C)(C)C)=O.[F:8][C:9]1[CH:34]=[CH:33][CH:32]=[CH:31][C:10]=1[CH2:11][N:12]1[C:16]2=[N:17][CH:18]=[CH:19][CH:20]=[C:15]2[C:14]([C:21]2[N:22]=[C:23](N)[C:24]3[N:29]=[N:28][NH:27][C:25]=3[N:26]=2)=[N:13]1.O. (4) Given the product [F:38][C:2]([F:37])([F:1])[C:3]1[CH:4]=[C:5]([CH:30]=[C:31]([C:33]([F:35])([F:36])[F:34])[CH:32]=1)[CH2:6][N:7]([CH3:29])[C:8](=[O:28])[C:9]1[C:14]([C:15]2[CH:20]=[CH:19][CH:18]=[CH:17][C:16]=2[CH3:21])=[CH:13][C:12]([N:22]2[CH2:23][CH2:24][N:25]([CH2:40][CH2:41][O:42][CH2:43][CH2:44][OH:45])[CH2:26][CH2:27]2)=[N:11][CH:10]=1, predict the reactants needed to synthesize it. The reactants are: [F:1][C:2]([F:38])([F:37])[C:3]1[CH:4]=[C:5]([CH:30]=[C:31]([C:33]([F:36])([F:35])[F:34])[CH:32]=1)[CH2:6][N:7]([CH3:29])[C:8](=[O:28])[C:9]1[C:14]([C:15]2[CH:20]=[CH:19][CH:18]=[CH:17][C:16]=2[CH3:21])=[CH:13][C:12]([N:22]2[CH2:27][CH2:26][NH:25][CH2:24][CH2:23]2)=[N:11][CH:10]=1.Cl[CH2:40][CH2:41][O:42][CH2:43][CH2:44][OH:45].C(=O)([O-])[O-].[K+].[K+].[OH-].[Na+].